This data is from NCI-60 drug combinations with 297,098 pairs across 59 cell lines. The task is: Regression. Given two drug SMILES strings and cell line genomic features, predict the synergy score measuring deviation from expected non-interaction effect. (1) Drug 1: CCC1(CC2CC(C3=C(CCN(C2)C1)C4=CC=CC=C4N3)(C5=C(C=C6C(=C5)C78CCN9C7C(C=CC9)(C(C(C8N6C)(C(=O)OC)O)OC(=O)C)CC)OC)C(=O)OC)O. Drug 2: C1CC(CCC1OC2=C(C(=CC=C2)Cl)F)(CC3=NC(=CC=C3)NC4=NC=CS4)C(=O)O. Cell line: OVCAR3. Synergy scores: CSS=53.1, Synergy_ZIP=4.38, Synergy_Bliss=2.13, Synergy_Loewe=-7.31, Synergy_HSA=4.08. (2) Drug 1: CC1=C(C(=CC=C1)Cl)NC(=O)C2=CN=C(S2)NC3=CC(=NC(=N3)C)N4CCN(CC4)CCO. Drug 2: C(CCl)NC(=O)N(CCCl)N=O. Cell line: NCI-H460. Synergy scores: CSS=0.584, Synergy_ZIP=-0.567, Synergy_Bliss=-0.0364, Synergy_Loewe=-0.149, Synergy_HSA=0.0323. (3) Drug 1: CC1=C2C(C(=O)C3(C(CC4C(C3C(C(C2(C)C)(CC1OC(=O)C(C(C5=CC=CC=C5)NC(=O)C6=CC=CC=C6)O)O)OC(=O)C7=CC=CC=C7)(CO4)OC(=O)C)O)C)OC(=O)C. Drug 2: C1CN(CCN1C(=O)CCBr)C(=O)CCBr. Cell line: NCI-H322M. Synergy scores: CSS=29.5, Synergy_ZIP=-2.55, Synergy_Bliss=-7.21, Synergy_Loewe=-71.6, Synergy_HSA=-8.58. (4) Cell line: HCT116. Drug 2: C1CN(CCN1C(=O)CCBr)C(=O)CCBr. Drug 1: C1=NC2=C(N=C(N=C2N1C3C(C(C(O3)CO)O)O)F)N. Synergy scores: CSS=38.7, Synergy_ZIP=-2.37, Synergy_Bliss=-0.530, Synergy_Loewe=-5.37, Synergy_HSA=2.10. (5) Drug 1: CC12CCC(CC1=CCC3C2CCC4(C3CC=C4C5=CN=CC=C5)C)O. Drug 2: COCCOC1=C(C=C2C(=C1)C(=NC=N2)NC3=CC=CC(=C3)C#C)OCCOC.Cl. Cell line: UO-31. Synergy scores: CSS=18.4, Synergy_ZIP=-2.18, Synergy_Bliss=-1.98, Synergy_Loewe=0.716, Synergy_HSA=1.45. (6) Synergy scores: CSS=20.2, Synergy_ZIP=-7.95, Synergy_Bliss=-0.921, Synergy_Loewe=-5.05, Synergy_HSA=-3.03. Drug 2: CC(C)CN1C=NC2=C1C3=CC=CC=C3N=C2N. Drug 1: C1=NC2=C(N1)C(=S)N=CN2. Cell line: NCI/ADR-RES.